This data is from Full USPTO retrosynthesis dataset with 1.9M reactions from patents (1976-2016). The task is: Predict the reactants needed to synthesize the given product. (1) Given the product [OH:14][C:12]1[C:11]2[CH2:10][CH2:9][N:8]([C:17]([O:19][C:20]([CH3:21])([CH3:22])[CH3:23])=[O:18])[CH2:7][C:6]=2[N:38]=[C:36]([NH:35][C:32]2[CH:33]=[CH:34][C:29]([C:28]3[O:24][CH:25]=[N:26][CH:27]=3)=[CH:30][CH:31]=2)[N:37]=1, predict the reactants needed to synthesize it. The reactants are: [O-]CC.[Na+].O=[C:6]1[CH:11]([C:12]([O:14]CC)=O)[CH2:10][CH2:9][N:8]([C:17]([O:19][C:20]([CH3:23])([CH3:22])[CH3:21])=[O:18])[CH2:7]1.[O:24]1[C:28]([C:29]2[CH:34]=[CH:33][C:32]([NH:35][C:36]([NH2:38])=[NH:37])=[CH:31][CH:30]=2)=[CH:27][N:26]=[CH:25]1. (2) The reactants are: [N:1]1[C:9]2[C:4](=[N:5][CH:6]=[CH:7][CH:8]=2)[N:3]([C:10]2[CH:15]=[CH:14][C:13]([CH2:16][C:17]([OH:19])=O)=[CH:12][CH:11]=2)[CH:2]=1.[CH:20]([N:23]1[CH2:28][CH2:27][N:26]([CH2:29][C:30]2[CH:35]=[CH:34][C:33]([NH2:36])=[CH:32][C:31]=2[C:37]([F:40])([F:39])[F:38])[CH2:25][CH2:24]1)([CH3:22])[CH3:21]. Given the product [N:1]1[C:9]2[C:4](=[N:5][CH:6]=[CH:7][CH:8]=2)[N:3]([C:10]2[CH:11]=[CH:12][C:13]([CH2:16][C:17]([NH:36][C:33]3[CH:34]=[CH:35][C:30]([CH2:29][N:26]4[CH2:25][CH2:24][N:23]([CH:20]([CH3:22])[CH3:21])[CH2:28][CH2:27]4)=[C:31]([C:37]([F:40])([F:39])[F:38])[CH:32]=3)=[O:19])=[CH:14][CH:15]=2)[CH:2]=1, predict the reactants needed to synthesize it.